This data is from Full USPTO retrosynthesis dataset with 1.9M reactions from patents (1976-2016). The task is: Predict the reactants needed to synthesize the given product. The reactants are: [C:1]([O:5][C@@H:6]([C:12]1[C:27]([CH3:28])=[CH:26][C:15]2[N:16]=[C:17]([C:19]3[CH:24]=[CH:23][N:22]=[C:21](Cl)[CH:20]=3)[S:18][C:14]=2[C:13]=1[C:29]1[CH:34]=[CH:33][C:32]([Cl:35])=[CH:31][CH:30]=1)[C:7]([O:9][CH2:10][CH3:11])=[O:8])([CH3:4])([CH3:3])[CH3:2].[CH3:36][N:37]1[C:45]2[C:40](=[CH:41][CH:42]=[C:43]([Sn](CCCC)(CCCC)CCCC)[CH:44]=2)[C:39](=[O:59])[N:38]1[CH3:60]. Given the product [C:1]([O:5][C@@H:6]([C:12]1[C:27]([CH3:28])=[CH:26][C:15]2[N:16]=[C:17]([C:19]3[CH:24]=[CH:23][N:22]=[C:21]([C:43]4[CH:44]=[C:45]5[C:40]([C:39](=[O:59])[N:38]([CH3:60])[N:37]5[CH3:36])=[CH:41][CH:42]=4)[CH:20]=3)[S:18][C:14]=2[C:13]=1[C:29]1[CH:34]=[CH:33][C:32]([Cl:35])=[CH:31][CH:30]=1)[C:7]([O:9][CH2:10][CH3:11])=[O:8])([CH3:2])([CH3:3])[CH3:4], predict the reactants needed to synthesize it.